This data is from NCI-60 drug combinations with 297,098 pairs across 59 cell lines. The task is: Regression. Given two drug SMILES strings and cell line genomic features, predict the synergy score measuring deviation from expected non-interaction effect. (1) Drug 1: C1CN1C2=NC(=NC(=N2)N3CC3)N4CC4. Drug 2: B(C(CC(C)C)NC(=O)C(CC1=CC=CC=C1)NC(=O)C2=NC=CN=C2)(O)O. Cell line: HCT-15. Synergy scores: CSS=43.2, Synergy_ZIP=-3.90, Synergy_Bliss=-2.51, Synergy_Loewe=-9.53, Synergy_HSA=-4.22. (2) Drug 1: CCC1=C2CN3C(=CC4=C(C3=O)COC(=O)C4(CC)O)C2=NC5=C1C=C(C=C5)O. Drug 2: CS(=O)(=O)OCCCCOS(=O)(=O)C. Cell line: TK-10. Synergy scores: CSS=11.9, Synergy_ZIP=-3.80, Synergy_Bliss=2.36, Synergy_Loewe=-10.4, Synergy_HSA=-0.274. (3) Drug 2: CC1=C2C(C(=O)C3(C(CC4C(C3C(C(C2(C)C)(CC1OC(=O)C(C(C5=CC=CC=C5)NC(=O)OC(C)(C)C)O)O)OC(=O)C6=CC=CC=C6)(CO4)OC(=O)C)O)C)O. Cell line: MOLT-4. Drug 1: CN1C(=O)N2C=NC(=C2N=N1)C(=O)N. Synergy scores: CSS=-1.64, Synergy_ZIP=0.307, Synergy_Bliss=-0.542, Synergy_Loewe=-5.67, Synergy_HSA=-4.92.